This data is from Full USPTO retrosynthesis dataset with 1.9M reactions from patents (1976-2016). The task is: Predict the reactants needed to synthesize the given product. (1) The reactants are: [CH3:1][O:2][CH2:3][CH2:4][N:5]1[C:13]2[C:8](=[CH:9][CH:10]=[CH:11][C:12]=2[CH3:14])[C:7]([C:15]([OH:17])=O)=[CH:6]1.CCN(C(C)C)C(C)C.[C:27]([O:31][C:32](=[O:54])[NH:33][CH2:34][C:35]1[CH:40]=[CH:39][C:38]([O:41][CH2:42][C:43](=[O:47])[N:44]([CH3:46])[CH3:45])=[C:37]([CH:48]2[CH2:53][CH2:52][NH:51][CH2:50][CH2:49]2)[CH:36]=1)([CH3:30])([CH3:29])[CH3:28].CCN=C=NCCCN(C)C. Given the product [C:27]([O:31][C:32](=[O:54])[NH:33][CH2:34][C:35]1[CH:40]=[CH:39][C:38]([O:41][CH2:42][C:43](=[O:47])[N:44]([CH3:46])[CH3:45])=[C:37]([CH:48]2[CH2:49][CH2:50][N:51]([C:15]([C:7]3[C:8]4[C:13](=[C:12]([CH3:14])[CH:11]=[CH:10][CH:9]=4)[N:5]([CH2:4][CH2:3][O:2][CH3:1])[CH:6]=3)=[O:17])[CH2:52][CH2:53]2)[CH:36]=1)([CH3:30])([CH3:28])[CH3:29], predict the reactants needed to synthesize it. (2) Given the product [Cl:7][C:11]1[N:10]([CH2:8][CH3:9])[C:14]([C:15]2[CH:20]=[CH:19][N:18]=[CH:17][CH:16]=2)=[C:13]([C:21]2[CH:26]=[CH:25][C:24]([F:27])=[CH:23][CH:22]=2)[N:12]=1, predict the reactants needed to synthesize it. The reactants are: O=P(Cl)(Cl)Cl.[NH4+].[Cl-:7].[CH2:8]([N:10]1[C:14]([C:15]2[CH:20]=[CH:19][N:18]=[CH:17][CH:16]=2)=[C:13]([C:21]2[CH:26]=[CH:25][C:24]([F:27])=[CH:23][CH:22]=2)[NH:12][C:11]1=O)[CH3:9]. (3) Given the product [NH2:42][C:39]1[CH:40]=[CH:41][C:8]([C:5]2[CH:6]=[CH:7][C:2]([Cl:1])=[CH:3][CH:4]=2)=[C:9]([CH:38]=1)[CH2:10][O:11][C:12]1[CH:17]=[CH:16][C:15]([C:18]2[N:22]([CH:23]3[CH2:28][CH2:27][CH2:26][CH2:25][CH2:24]3)[C:21]3[CH:29]=[CH:30][C:31]([C:33]([O:35][CH3:36])=[O:34])=[CH:32][C:20]=3[N:19]=2)=[C:14]([F:37])[CH:13]=1, predict the reactants needed to synthesize it. The reactants are: [Cl:1][C:2]1[CH:7]=[CH:6][C:5]([C:8]2[CH:41]=[CH:40][C:39]([N+:42]([O-])=O)=[CH:38][C:9]=2[CH2:10][O:11][C:12]2[CH:17]=[CH:16][C:15]([C:18]3[N:22]([CH:23]4[CH2:28][CH2:27][CH2:26][CH2:25][CH2:24]4)[C:21]4[CH:29]=[CH:30][C:31]([C:33]([O:35][CH3:36])=[O:34])=[CH:32][C:20]=4[N:19]=3)=[C:14]([F:37])[CH:13]=2)=[CH:4][CH:3]=1.O.O.[Sn](Cl)Cl. (4) Given the product [OH:4][CH2:5][CH2:6][C:7]1[CH:8]=[CH:9][CH:10]=[C:11]2[C:15]=1[N:14]([CH3:16])[CH:13]=[C:12]2[C:17](=[O:25])[CH2:18][C:19]1[CH:24]=[CH:23][CH:22]=[CH:21][CH:20]=1, predict the reactants needed to synthesize it. The reactants are: C([O:4][CH2:5][CH2:6][C:7]1[CH:8]=[CH:9][CH:10]=[C:11]2[C:15]=1[N:14]([CH3:16])[CH:13]=[C:12]2[C:17](=[O:25])[CH2:18][C:19]1[CH:24]=[CH:23][CH:22]=[CH:21][CH:20]=1)(=O)C.[O-2].[Li+].[Li+]. (5) The reactants are: [CH2:1]([N:3]([CH2:18][CH3:19])[CH2:4][CH2:5][NH:6][C:7]([C:9]1[C:13]([CH3:14])=[C:12]([CH:15]=O)[NH:11][C:10]=1[CH3:17])=[O:8])[CH3:2].[F:20][C:21]1[CH:22]=[C:23]2[C:27](=[CH:28][CH:29]=1)[NH:26][C:25](=[O:30])[CH2:24]2.N1CCCC1. Given the product [CH2:1]([N:3]([CH2:18][CH3:19])[CH2:4][CH2:5][NH:6][C:7]([C:9]1[C:13]([CH3:14])=[C:12](/[CH:15]=[C:24]2\[C:25](=[O:30])[NH:26][C:27]3[C:23]\2=[CH:22][C:21]([F:20])=[CH:29][CH:28]=3)[NH:11][C:10]=1[CH3:17])=[O:8])[CH3:2], predict the reactants needed to synthesize it. (6) Given the product [C:21]([O:20][C:18]([N:9]1[C:17]2[C:12](=[CH:13][CH:14]=[CH:15][CH:16]=2)[CH:11]=[C:10]1[B:25]([OH:30])[OH:26])=[O:19])([CH3:24])([CH3:23])[CH3:22], predict the reactants needed to synthesize it. The reactants are: C([N-]C(C)C)(C)C.[Li+].[N:9]1([C:18]([O:20][C:21]([CH3:24])([CH3:23])[CH3:22])=[O:19])[C:17]2[C:12](=[CH:13][CH:14]=[CH:15][CH:16]=2)[CH:11]=[CH:10]1.[B:25](OC(C)C)([O:30]C(C)C)[O:26]C(C)C.CCOC(C)=O.